Dataset: Forward reaction prediction with 1.9M reactions from USPTO patents (1976-2016). Task: Predict the product of the given reaction. Given the reactants FC(F)(F)[C:3]1[CH:4]=[CH:5][C:6]2[O:10][C:9]([C:11]([OH:13])=[O:12])=[CH:8][C:7]=2[CH:14]=1.[F:17][C:18]([F:27])([F:26])C1C=C(O)C=CC=1, predict the reaction product. The product is: [F:17][C:18]([F:27])([F:26])[C:4]1[CH:3]=[CH:14][C:7]2[CH:8]=[C:9]([C:11]([OH:13])=[O:12])[O:10][C:6]=2[CH:5]=1.